This data is from NCI-60 drug combinations with 297,098 pairs across 59 cell lines. The task is: Regression. Given two drug SMILES strings and cell line genomic features, predict the synergy score measuring deviation from expected non-interaction effect. (1) Drug 1: CS(=O)(=O)CCNCC1=CC=C(O1)C2=CC3=C(C=C2)N=CN=C3NC4=CC(=C(C=C4)OCC5=CC(=CC=C5)F)Cl. Drug 2: CC1C(C(CC(O1)OC2CC(OC(C2O)C)OC3=CC4=CC5=C(C(=O)C(C(C5)C(C(=O)C(C(C)O)O)OC)OC6CC(C(C(O6)C)O)OC7CC(C(C(O7)C)O)OC8CC(C(C(O8)C)O)(C)O)C(=C4C(=C3C)O)O)O)O. Cell line: PC-3. Synergy scores: CSS=37.0, Synergy_ZIP=2.69, Synergy_Bliss=-0.0172, Synergy_Loewe=-21.6, Synergy_HSA=-4.04. (2) Drug 1: CN1C(=O)N2C=NC(=C2N=N1)C(=O)N. Drug 2: CC1=C(C(=CC=C1)Cl)NC(=O)C2=CN=C(S2)NC3=CC(=NC(=N3)C)N4CCN(CC4)CCO. Cell line: MOLT-4. Synergy scores: CSS=-4.81, Synergy_ZIP=4.65, Synergy_Bliss=2.86, Synergy_Loewe=-19.6, Synergy_HSA=-9.70. (3) Drug 1: C1=CC(=CC=C1CCC2=CNC3=C2C(=O)NC(=N3)N)C(=O)NC(CCC(=O)O)C(=O)O. Drug 2: CNC(=O)C1=NC=CC(=C1)OC2=CC=C(C=C2)NC(=O)NC3=CC(=C(C=C3)Cl)C(F)(F)F. Cell line: SK-OV-3. Synergy scores: CSS=37.7, Synergy_ZIP=-5.37, Synergy_Bliss=-5.53, Synergy_Loewe=-4.43, Synergy_HSA=-1.09.